Dataset: Forward reaction prediction with 1.9M reactions from USPTO patents (1976-2016). Task: Predict the product of the given reaction. (1) Given the reactants [CH2:1]([NH2:5])[CH2:2][CH2:3][CH3:4].[C:6]([C:8]1[CH:15]=[CH:14][C:11]([CH2:12]Br)=[CH:10][C:9]=1[F:16])#[N:7], predict the reaction product. The product is: [CH2:1]([NH:5][CH2:12][C:11]1[CH:14]=[CH:15][C:8]([C:6]#[N:7])=[C:9]([F:16])[CH:10]=1)[CH2:2][CH2:3][CH3:4]. (2) Given the reactants Cl[C:2]([C:14]1[CH:19]=[CH:18][N:17]=[CH:16][CH:15]=1)=[C:3]([C:6]1[CH:11]=[CH:10][CH:9]=[C:8](OC)[CH:7]=1)[C:4]#[N:5].[OH2:20].[NH2:21][NH2:22].[CH2:23](O)C, predict the reaction product. The product is: [CH3:23][O:20][C:10]1[CH:11]=[C:6]([C:3]2[C:4]([NH2:5])=[N:21][NH:22][C:2]=2[C:14]2[CH:19]=[CH:18][N:17]=[CH:16][CH:15]=2)[CH:7]=[CH:8][CH:9]=1.